This data is from Full USPTO retrosynthesis dataset with 1.9M reactions from patents (1976-2016). The task is: Predict the reactants needed to synthesize the given product. (1) Given the product [CH:23]1([N:22]2[C:21]3[CH:29]=[CH:30][C:31]([C:33]([OH:35])=[O:34])=[CH:32][C:20]=3[N:19]=[C:18]2[C:13]2[CH:14]=[C:15]3[C:10](=[CH:11][CH:12]=2)[N:9]=[C:8]([C:6]2[CH:7]=[CH:2][C:3]([N:66]4[CH2:71][CH2:70][O:69][CH2:68][CH2:67]4)=[CH:4][CH:5]=2)[CH:17]=[CH:16]3)[CH2:24][CH2:25][CH2:26][CH2:27][CH2:28]1, predict the reactants needed to synthesize it. The reactants are: Br[C:2]1[CH:3]=[CH:4][C:5](O)=[C:6]([C:8]2[CH:17]=[CH:16][C:15]3[C:10](=[CH:11][CH:12]=[C:13]([C:18]4[N:22]([CH:23]5[CH2:28][CH2:27][CH2:26][CH2:25][CH2:24]5)[C:21]5[CH:29]=[CH:30][C:31]([C:33]([OH:35])=[O:34])=[CH:32][C:20]=5[N:19]=4)[CH:14]=3)[N:9]=2)[CH:7]=1.C(OC(C1C=CC2N(C3CCCCC3)C(C3C=CC(N)=C(C=O)C=3)=NC=2C=1)=O)C.[N:66]1(C2C=CC(C(=O)C)=CC=2)[CH2:71][CH2:70][O:69][CH2:68][CH2:67]1.[OH-].[K+]. (2) Given the product [Cl:12][C:13]1[CH:21]=[CH:20][C:16]([C:17]([OH:19])=[O:18])=[CH:15][N+:14]=1[O-:9], predict the reactants needed to synthesize it. The reactants are: ClC1C=CC=C(C(OO)=[O:9])C=1.[Cl:12][C:13]1[CH:21]=[CH:20][C:16]([C:17]([OH:19])=[O:18])=[CH:15][N:14]=1. (3) Given the product [NH2:8][C:4]1[N:5]=[CH:6][N:7]=[C:2]([NH:15][C@H:16]([C:18]2[N:27]([CH:28]3[CH2:30][CH2:29]3)[C:26](=[O:31])[C:25]3[C:20](=[CH:21][CH:22]=[CH:23][C:24]=3[Cl:32])[N:19]=2)[CH3:17])[C:3]=1[C:9]1[N:13]=[CH:12][N:11]([CH3:14])[N:10]=1, predict the reactants needed to synthesize it. The reactants are: Cl[C:2]1[N:7]=[CH:6][N:5]=[C:4]([NH2:8])[C:3]=1[C:9]1[N:13]=[CH:12][N:11]([CH3:14])[N:10]=1.[NH2:15][C@H:16]([C:18]1[N:27]([CH:28]2[CH2:30][CH2:29]2)[C:26](=[O:31])[C:25]2[C:20](=[CH:21][CH:22]=[CH:23][C:24]=2[Cl:32])[N:19]=1)[CH3:17].CCN(C(C)C)C(C)C.C(Cl)Cl.CO. (4) The reactants are: [F:1][C:2]1[CH:3]=[C:4]([CH2:19][OH:20])[CH:5]=[CH:6][C:7]=1[O:8][C:9]1[CH:14]=[CH:13][C:12]([C:15]([F:18])([F:17])[F:16])=[CH:11][CH:10]=1.Cl[C:22]1[CH:33]=[C:26]2[N:27]([CH3:32])[C@H:28]([CH3:31])[CH2:29][CH2:30][N:25]2[C:24](=[O:34])[N:23]=1. Given the product [F:1][C:2]1[CH:3]=[C:4]([CH:5]=[CH:6][C:7]=1[O:8][C:9]1[CH:10]=[CH:11][C:12]([C:15]([F:17])([F:18])[F:16])=[CH:13][CH:14]=1)[CH2:19][O:20][C:22]1[CH:33]=[C:26]2[N:27]([CH3:32])[C@H:28]([CH3:31])[CH2:29][CH2:30][N:25]2[C:24](=[O:34])[N:23]=1, predict the reactants needed to synthesize it. (5) Given the product [Cl:16][C:13]1[CH:14]=[CH:15][C:10](/[CH:9]=[CH:8]/[C:6]2[N:5]=[CH:4][NH:3][C:2](=[O:26])[CH:7]=2)=[CH:11][CH:12]=1, predict the reactants needed to synthesize it. The reactants are: Cl[C:2]1[CH:7]=[C:6](/[CH:8]=[CH:9]/[C:10]2[CH:15]=[CH:14][C:13]([Cl:16])=[CH:12][CH:11]=2)[N:5]=[CH:4][N:3]=1.C1N2CCN(CC2)C1.C(=O)([O-])[O-:26].[K+].[K+].Cl. (6) Given the product [Cl:1][C:2]1[CH:3]=[C:4]([CH2:14][N:15]2[C:19]([CH3:20])=[CH:18][C:17]([NH:21][C:22](=[O:31])[C:23]3[CH:24]=[CH:25][C:26]([CH2:29][NH:34][CH2:32][CH3:33])=[CH:27][CH:28]=3)=[N:16]2)[C:5]2[O:9][C:8]([CH:10]([CH3:12])[CH3:11])=[CH:7][C:6]=2[CH:13]=1, predict the reactants needed to synthesize it. The reactants are: [Cl:1][C:2]1[CH:3]=[C:4]([CH2:14][N:15]2[C:19]([CH3:20])=[CH:18][C:17]([NH:21][C:22](=[O:31])[C:23]3[CH:28]=[CH:27][C:26]([CH:29]=O)=[CH:25][CH:24]=3)=[N:16]2)[C:5]2[O:9][C:8]([CH:10]([CH3:12])[CH3:11])=[CH:7][C:6]=2[CH:13]=1.[CH2:32]([NH2:34])[CH3:33].C(O)(=O)C.C(O[BH-](OC(=O)C)OC(=O)C)(=O)C.[Na+]. (7) Given the product [CH3:70][O:71][C:72]([C@@H:74]1[CH2:78][C@@H:77]([S:79]([C:82]2[CH:87]=[CH:86][CH:85]=[CH:84][C:83]=2[C:88]([F:89])([F:91])[F:90])(=[O:81])=[O:80])[CH2:76][N:75]1[C:92]1[N:93]([C:98]2[CH:103]=[CH:102][CH:101]=[C:100]([NH:104][C:105](=[O:107])[CH3:106])[CH:99]=2)[N:94]=[C:95]([CH3:97])[CH:96]=1)=[O:73], predict the reactants needed to synthesize it. The reactants are: COC([C@@H]1C[C@@H](S(C2C=CC=CC=2C(F)(F)F)(=O)=O)CN1C(=S)CC(=O)C)=O.COC([C@H]1C[C@@H](S(C2C=CC=CC=2C(F)(F)F)(=O)=O)CN1C(=S)CC(=O)C)=O.Cl.N(C1C=C(NC(=O)C)C=CC=1)N.[CH3:70][O:71][C:72]([C@H:74]1[CH2:78][C@@H:77]([S:79]([C:82]2[CH:87]=[CH:86][CH:85]=[CH:84][C:83]=2[C:88]([F:91])([F:90])[F:89])(=[O:81])=[O:80])[CH2:76][N:75]1[C:92]1[N:93]([C:98]2[CH:103]=[CH:102][CH:101]=[C:100]([NH:104][C:105](=[O:107])[CH3:106])[CH:99]=2)[N:94]=[C:95]([CH3:97])[CH:96]=1)=[O:73].